Dataset: Reaction yield outcomes from USPTO patents with 853,638 reactions. Task: Predict the reaction yield, written as a fraction of the theoretical maximum amount of product (1.0 means a 100% yield; for example, 0.34 means a 34% yield). (1) The reactants are C1(P(=[CH:20][C:21]([O:23][CH3:24])=[O:22])(C2C=CC=CC=2)C2C=CC=CC=2)C=CC=CC=1.[CH2:25]([O:29][C:30]1[CH:31]=[C:32]([CH:35]=[CH:36][C:37]=1[I:38])[CH:33]=O)[CH2:26][CH2:27][CH3:28]. The catalyst is C1(C)C=CC=CC=1. The product is [CH2:25]([O:29][C:30]1[CH:31]=[C:32](/[CH:33]=[CH:20]/[C:21]([O:23][CH3:24])=[O:22])[CH:35]=[CH:36][C:37]=1[I:38])[CH2:26][CH2:27][CH3:28]. The yield is 0.870. (2) The reactants are [C:1]([CH:3]=[C:4]1[CH2:9][CH2:8][N:7]([C:10]2[CH:15]=[CH:14][C:13]([N:16]3[CH2:20][C@H:19]([CH2:21][NH2:22])[O:18][C:17]3=[O:23])=[CH:12][C:11]=2[F:24])[CH2:6][CH2:5]1)#[N:2].[C:25](Cl)(=[O:28])[CH2:26][CH3:27]. The catalyst is N1C=CC=CC=1. The product is [C:1]([CH:3]=[C:4]1[CH2:9][CH2:8][N:7]([C:10]2[CH:15]=[CH:14][C:13]([N:16]3[CH2:20][C@H:19]([CH2:21][NH:22][C:25](=[O:28])[CH2:26][CH3:27])[O:18][C:17]3=[O:23])=[CH:12][C:11]=2[F:24])[CH2:6][CH2:5]1)#[N:2]. The yield is 0.520. (3) The reactants are [CH2:1]([N:8]1[CH:13]([C:14]2[CH:19]=[CH:18][CH:17]=[CH:16][CH:15]=2)[CH2:12][C:11]([CH3:21])([CH3:20])[N:10]2[N:22]=[CH:23][C:24]([C:25](O)=[O:26])=[C:9]12)[C:2]1[CH:7]=[CH:6][CH:5]=[CH:4][CH:3]=1.F[P-](F)(F)(F)(F)F.C[N+](C)=C(N(C)C)O.C(N(C(C)C)CC)(C)C.Cl.[CH3:53][O:54][NH:55][CH3:56]. The catalyst is O.CN1C(=O)CCC1. The product is [CH3:53][O:54][N:55]([CH3:56])[C:25]([C:24]1[CH:23]=[N:22][N:10]2[C:11]([CH3:21])([CH3:20])[CH2:12][CH:13]([C:14]3[CH:15]=[CH:16][CH:17]=[CH:18][CH:19]=3)[N:8]([CH2:1][C:2]3[CH:7]=[CH:6][CH:5]=[CH:4][CH:3]=3)[C:9]=12)=[O:26]. The yield is 0.810.